This data is from Peptide-MHC class I binding affinity with 185,985 pairs from IEDB/IMGT. The task is: Regression. Given a peptide amino acid sequence and an MHC pseudo amino acid sequence, predict their binding affinity value. This is MHC class I binding data. The peptide sequence is ANISSEATTPV. The MHC is Mamu-A11 with pseudo-sequence Mamu-A11. The binding affinity (normalized) is 0.282.